Predict which catalyst facilitates the given reaction. From a dataset of Catalyst prediction with 721,799 reactions and 888 catalyst types from USPTO. (1) The catalyst class is: 8. Reactant: [CH2:1]([O:8][C:9]1[CH:10]=[C:11]([CH2:24][C:25]#N)[CH:12]=[CH:13][C:14]=1[CH2:15][C:16]1[CH:21]=[CH:20][C:19]([CH2:22][CH3:23])=[CH:18][CH:17]=1)[C:2]1[CH:7]=[CH:6][CH:5]=[CH:4][CH:3]=1.[OH-:27].[K+].Cl.[OH2:30]. Product: [CH2:1]([O:8][C:9]1[CH:10]=[C:11]([CH2:24][C:25]([OH:30])=[O:27])[CH:12]=[CH:13][C:14]=1[CH2:15][C:16]1[CH:21]=[CH:20][C:19]([CH2:22][CH3:23])=[CH:18][CH:17]=1)[C:2]1[CH:7]=[CH:6][CH:5]=[CH:4][CH:3]=1. (2) Reactant: [F:1][C:2]1[CH:7]=[CH:6][C:5]([F:8])=[CH:4][C:3]=1[C@H:9]1[CH2:13][CH2:12][CH2:11][N:10]1[C:14]1[CH:19]=[CH:18][N:17]2[N:20]=[CH:21][C:22]([NH2:23])=[C:16]2[N:15]=1.[N:24]([C:27]([CH3:30])([CH3:29])[CH3:28])=[C:25]=[O:26].CCN(C(C)C)C(C)C. Product: [C:27]([NH:24][C:25]([NH:23][C:22]1[CH:21]=[N:20][N:17]2[CH:18]=[CH:19][C:14]([N:10]3[CH2:11][CH2:12][CH2:13][C@@H:9]3[C:3]3[CH:4]=[C:5]([F:8])[CH:6]=[CH:7][C:2]=3[F:1])=[N:15][C:16]=12)=[O:26])([CH3:30])([CH3:29])[CH3:28]. The catalyst class is: 2. (3) Reactant: [CH2:1]([NH2:4])[CH2:2][NH2:3].Br[C:6]([CH3:13])([CH3:12])[C:7]([O:9]CC)=O. Product: [CH3:13][C:6]1([CH3:12])[NH:4][CH2:1][CH2:2][NH:3][C:7]1=[O:9]. The catalyst class is: 11. (4) Reactant: [CH:1]1([C:4]2[CH:34]=[CH:33][C:7]([O:8][C:9]3[C:10](=[O:32])[N:11]([C:14]4[CH:19]=[CH:18][C:17]([O:20][CH2:21][CH2:22][O:23]C5CCCCO5)=[C:16]([CH2:30][CH3:31])[CH:15]=4)[CH2:12][CH:13]=3)=[CH:6][CH:5]=2)[CH2:3][CH2:2]1.CS(O)(=O)=O. Product: [CH:1]1([C:4]2[CH:34]=[CH:33][C:7]([O:8][C:9]3[C:10](=[O:32])[N:11]([C:14]4[CH:19]=[CH:18][C:17]([O:20][CH2:21][CH2:22][OH:23])=[C:16]([CH2:30][CH3:31])[CH:15]=4)[CH2:12][CH:13]=3)=[CH:6][CH:5]=2)[CH2:3][CH2:2]1. The catalyst class is: 5. (5) The catalyst class is: 68. Reactant: [Al+3].[Cl-].[Cl-].[Cl-].[CH3:5][N:6]1[CH:10]=[C:9]([C:11]2[CH:12]=[C:13]3[CH:19]=[CH:18][NH:17][C:14]3=[N:15][CH:16]=2)[CH:8]=[N:7]1.[Cl:20][C:21]([Cl:26])([Cl:25])[C:22](Cl)=[O:23]. Product: [Cl:20][C:21]([Cl:26])([Cl:25])[C:22]([C:19]1[C:13]2[C:14](=[N:15][CH:16]=[C:11]([C:9]3[CH:8]=[N:7][N:6]([CH3:5])[CH:10]=3)[CH:12]=2)[NH:17][CH:18]=1)=[O:23]. (6) Reactant: [CH3:1][O:2][C:3]1[CH:4]=[C:5]([NH:11][C:12]2[N:17]=[C:16]([N:18]3[CH:22]=[CH:21][C:20]([C:23]([F:26])([F:25])[F:24])=[N:19]3)[C:15]([C:27]3[CH:28]=[C:29]([C:33](O)=[O:34])[CH:30]=[N:31][CH:32]=3)=[CH:14][N:13]=2)[CH:6]=[C:7]([O:9][CH3:10])[CH:8]=1.C(N(CC)CC)C.Cl.[O:44]([NH2:46])[CH3:45].CN(C(ON1N=NC2C=CC=CC1=2)=[N+](C)C)C.[B-](F)(F)(F)F. Product: [CH3:1][O:2][C:3]1[CH:4]=[C:5]([NH:11][C:12]2[N:17]=[C:16]([N:18]3[CH:22]=[CH:21][C:20]([C:23]([F:25])([F:24])[F:26])=[N:19]3)[C:15]([C:27]3[CH:28]=[C:29]([C:33]([NH:46][O:44][CH3:45])=[O:34])[CH:30]=[N:31][CH:32]=3)=[CH:14][N:13]=2)[CH:6]=[C:7]([O:9][CH3:10])[CH:8]=1. The catalyst class is: 4.